From a dataset of Full USPTO retrosynthesis dataset with 1.9M reactions from patents (1976-2016). Predict the reactants needed to synthesize the given product. (1) Given the product [C:39]([C:27]1[CH:28]=[C:29]([C:32]2[C:33]([CH3:38])=[N:34][O:35][C:36]=2[CH3:37])[CH:30]=[CH:31][C:26]=1[O:25][C:19]1[CH:20]=[CH:21][C:22]([F:24])=[C:23]2[C:18]=1[CH2:17][CH2:16][C@H:15]2[O:14][C:12]1[CH:11]=[CH:10][C:9]2[C@H:5]([CH2:4][C:3]([OH:41])=[O:2])[CH2:6][O:7][C:8]=2[CH:13]=1)#[N:40], predict the reactants needed to synthesize it. The reactants are: C[O:2][C:3](=[O:41])[CH2:4][C@H:5]1[C:9]2[CH:10]=[CH:11][C:12]([O:14][C@H:15]3[C:23]4[C:18](=[C:19]([O:25][C:26]5[CH:31]=[CH:30][C:29]([C:32]6[C:33]([CH3:38])=[N:34][O:35][C:36]=6[CH3:37])=[CH:28][C:27]=5[C:39]#[N:40])[CH:20]=[CH:21][C:22]=4[F:24])[CH2:17][CH2:16]3)=[CH:13][C:8]=2[O:7][CH2:6]1.[OH-].[K+]. (2) Given the product [OH:7][CH2:6][C@H:4]1[S:5][CH2:1][C@@H:2]([N:8]2[CH:9]=[CH:10][C:11]([NH:15][C:22](=[O:29])[O:23][CH2:24][C:25]([Cl:28])([Cl:27])[Cl:26])=[N:12][C:13]2=[O:14])[O:3]1, predict the reactants needed to synthesize it. The reactants are: [CH2:1]1[S:5][C@H:4]([CH2:6][OH:7])[O:3][C@@H:2]1[N:8]1[C:13](=[O:14])[N:12]=[C:11]([NH2:15])[CH:10]=[CH:9]1.N1C=CC=CC=1.[C:22](Cl)(=[O:29])[O:23][CH2:24][C:25]([Cl:28])([Cl:27])[Cl:26].